This data is from Catalyst prediction with 721,799 reactions and 888 catalyst types from USPTO. The task is: Predict which catalyst facilitates the given reaction. (1) Reactant: [CH2:1]([C:3]1[N:7]([C:8]2[N:16]=[C:15]3[C:11]([N:12]=[C:13]([CH2:18][CH:19]4[CH2:24][CH2:23][NH:22][CH2:21][CH2:20]4)[N:14]3[CH3:17])=[C:10]([N:25]3[CH2:30][CH2:29][O:28][CH2:27][CH2:26]3)[N:9]=2)[C:6]2[CH:31]=[CH:32][CH:33]=[CH:34][C:5]=2[N:4]=1)[CH3:2].[CH:35]1([C:38](Cl)=[O:39])[CH2:37][CH2:36]1.CCN(CC)CC. Product: [CH:35]1([C:38]([N:22]2[CH2:21][CH2:20][CH:19]([CH2:18][C:13]3[N:14]([CH3:17])[C:15]4[C:11]([N:12]=3)=[C:10]([N:25]3[CH2:26][CH2:27][O:28][CH2:29][CH2:30]3)[N:9]=[C:8]([N:7]3[C:6]5[CH:31]=[CH:32][CH:33]=[CH:34][C:5]=5[N:4]=[C:3]3[CH2:1][CH3:2])[N:16]=4)[CH2:24][CH2:23]2)=[O:39])[CH2:37][CH2:36]1. The catalyst class is: 2. (2) Reactant: [CH2:1]([S:3]([C:6]1[CH:11]=[CH:10][C:9](B2OC(C)(C)C(C)(C)O2)=[C:8]([O:21][CH3:22])[CH:7]=1)(=[O:5])=[O:4])[CH3:2].[Br:23][C:24]1[CH:29]=[CH:28][C:27]([OH:30])=[C:26](I)[CH:25]=1.C(=O)([O-])[O-].[Na+].[Na+]. Product: [Br:23][C:24]1[CH:29]=[C:28]([C:9]2[CH:10]=[CH:11][C:6]([S:3]([CH2:1][CH3:2])(=[O:4])=[O:5])=[CH:7][C:8]=2[O:21][CH3:22])[C:27]([OH:30])=[CH:26][CH:25]=1. The catalyst class is: 70.